Dataset: Catalyst prediction with 721,799 reactions and 888 catalyst types from USPTO. Task: Predict which catalyst facilitates the given reaction. Reactant: [NH2:1][C:2]1[CH:3]=[C:4]2[C:17](=[CH:18][CH:19]=1)[CH2:16][C:6]1([C:14]3[C:9](=[N:10][CH:11]=[CH:12][CH:13]=3)[NH:8][C:7]1=[O:15])[CH2:5]2.[CH2:20]1C[O:23][CH2:22][CH2:21]1.Cl.[C:26]([O-])(O)=O.[Na+]. Product: [O:15]=[C:7]1[NH:8][C:9]2=[N:10][CH:11]=[CH:12][CH:13]=[C:14]2[C:6]21[CH2:16][C:17]1[CH:18]=[C:19]3[C:2](=[CH:3][C:4]=1[CH2:5]2)[N:1]=[CH:20][C:21]([CH:22]=[O:23])=[CH:26]3. The catalyst class is: 671.